Dataset: Full USPTO retrosynthesis dataset with 1.9M reactions from patents (1976-2016). Task: Predict the reactants needed to synthesize the given product. (1) Given the product [CH3:18][O:17][C:11]1([C:9]2[S:10][C:5]3[C:4]([N:19]4[CH2:24][CH2:23][O:22][CH2:21][CH2:20]4)=[N:3][CH:2]=[N:7][C:6]=3[CH:8]=2)[CH2:16][CH2:15][N:14]([CH3:25])[CH2:13][CH2:12]1, predict the reactants needed to synthesize it. The reactants are: Cl[C:2]1[N:3]=[C:4]([N:19]2[CH2:24][CH2:23][O:22][CH2:21][CH2:20]2)[C:5]2[S:10][C:9]([C:11]3([O:17][CH3:18])[CH2:16][CH2:15][NH:14][CH2:13][CH2:12]3)=[CH:8][C:6]=2[N:7]=1.[CH2:25]=O.[BH4-].[Na+]. (2) Given the product [Cl:30][C:17]1[CH:16]=[C:15]([N:6]([C:7]2[CH:12]=[CH:11][C:10]([F:13])=[CH:9][C:8]=2[CH3:14])[C:5]([O:4][CH:2]([O:43][C:32](=[O:42])[CH2:33][CH2:34][CH2:35][CH2:36][CH2:37][CH2:38][CH2:39][CH2:40][CH3:41])[CH3:3])=[O:31])[CH:20]=[CH:19][C:18]=1[C:21](=[O:29])[C:22]1[CH:27]=[CH:26][CH:25]=[CH:24][C:23]=1[CH3:28], predict the reactants needed to synthesize it. The reactants are: Cl[CH:2]([O:4][C:5](=[O:31])[N:6]([C:15]1[CH:20]=[CH:19][C:18]([C:21](=[O:29])[C:22]2[CH:27]=[CH:26][CH:25]=[CH:24][C:23]=2[CH3:28])=[C:17]([Cl:30])[CH:16]=1)[C:7]1[CH:12]=[CH:11][C:10]([F:13])=[CH:9][C:8]=1[CH3:14])[CH3:3].[C:32]([O-:43])(=[O:42])[CH2:33][CH2:34][CH2:35][CH2:36][CH2:37][CH2:38][CH2:39][CH2:40][CH3:41].C([N+](CCCC)(CCCC)CCCC)CCC. (3) Given the product [Br:11][C:12]1[CH:19]=[CH:18][C:15]([CH:16]([OH:17])[CH2:8][CH2:7][CH:2]2[O:3][CH2:4][CH2:5][CH2:6][O:1]2)=[CH:14][CH:13]=1, predict the reactants needed to synthesize it. The reactants are: [O:1]1[CH2:6][CH2:5][CH2:4][O:3][CH:2]1[CH2:7][CH2:8][Mg]Br.[Br:11][C:12]1[CH:19]=[CH:18][C:15]([CH:16]=[O:17])=[CH:14][CH:13]=1.C(OCC)(=O)C. (4) The reactants are: [CH2:1]1[CH2:7][NH:6][CH2:5][CH2:4][C:3]2[O:8][C:9]3[CH:14]=[C:13]([N:15]4[CH:20]=[CH:19][C:18]([O:21][CH2:22][C:23]5[CH:24]=[N:25][C:26]([C:29]([F:32])([F:31])[F:30])=[CH:27][CH:28]=5)=[CH:17][C:16]4=[O:33])[CH:12]=[CH:11][C:10]=3[C:2]1=2.[ClH:34].CCOCC. Given the product [ClH:34].[CH2:1]1[CH2:7][NH:6][CH2:5][CH2:4][C:3]2[O:8][C:9]3[CH:14]=[C:13]([N:15]4[CH:20]=[CH:19][C:18]([O:21][CH2:22][C:23]5[CH:24]=[N:25][C:26]([C:29]([F:31])([F:30])[F:32])=[CH:27][CH:28]=5)=[CH:17][C:16]4=[O:33])[CH:12]=[CH:11][C:10]=3[C:2]1=2, predict the reactants needed to synthesize it. (5) Given the product [Br:6][C:7]1[C:12]([N:13]2[CH2:17][CH2:18][N:28]([C:27]3[CH:29]=[CH:30][C:24]([O:23][CH3:22])=[CH:25][CH:26]=3)[CH2:15][CH2:14]2)=[CH:11][CH:10]=[C:9]([O:20][CH3:21])[N:8]=1, predict the reactants needed to synthesize it. The reactants are: CN(C=O)C.[Br:6][C:7]1[C:12]([N:13]([CH2:17][CH2:18]Br)[CH2:14][CH2:15]Br)=[CH:11][CH:10]=[C:9]([O:20][CH3:21])[N:8]=1.[CH3:22][O:23][C:24]1[CH:30]=[CH:29][C:27]([NH2:28])=[CH:26][CH:25]=1.C(=O)(O)[O-].[Na+].